This data is from P-glycoprotein inhibition data for predicting drug efflux from Broccatelli et al.. The task is: Regression/Classification. Given a drug SMILES string, predict its absorption, distribution, metabolism, or excretion properties. Task type varies by dataset: regression for continuous measurements (e.g., permeability, clearance, half-life) or binary classification for categorical outcomes (e.g., BBB penetration, CYP inhibition). Dataset: pgp_broccatelli. (1) The compound is CN(C)Cc1ccccc1. The result is 0 (non-inhibitor). (2) The molecule is CN(C)CC[C@@H](c1ccccc1)C1CCCCC1. The result is 0 (non-inhibitor).